Dataset: Peptide-MHC class II binding affinity with 134,281 pairs from IEDB. Task: Regression. Given a peptide amino acid sequence and an MHC pseudo amino acid sequence, predict their binding affinity value. This is MHC class II binding data. (1) The peptide sequence is WFINWYLPISQLFYN. The MHC is DRB1_0701 with pseudo-sequence DRB1_0701. The binding affinity (normalized) is 0.383. (2) The peptide sequence is SGVAATESAYLAYRN. The MHC is DRB1_1302 with pseudo-sequence DRB1_1302. The binding affinity (normalized) is 0.334.